Dataset: Reaction yield outcomes from USPTO patents with 853,638 reactions. Task: Predict the reaction yield, written as a fraction of the theoretical maximum amount of product (1.0 means a 100% yield; for example, 0.34 means a 34% yield). (1) The reactants are [Cl:1][C:2]1[N:3]=[CH:4][C:5]([C:8](Cl)=[O:9])=[N:6][CH:7]=1.[CH2:11]([N:13](CC)[CH2:14][CH3:15])[CH3:12].N1CCCC1. The catalyst is ClCCl. The product is [Cl:1][C:2]1[N:3]=[CH:4][C:5]([C:8]([N:13]2[CH2:14][CH2:15][CH2:12][CH2:11]2)=[O:9])=[N:6][CH:7]=1. The yield is 0.845. (2) The reactants are [F:1][C:2]1[C:3]2[N:4]([CH:20]=[N:21][CH:22]=2)[C:5]([NH:11][C:12]2[CH:17]=[CH:16][C:15]([I:18])=[CH:14][C:13]=2[F:19])=[C:6]([C:8](O)=[O:9])[CH:7]=1.[CH:23]([O:25][CH2:26][CH2:27][O:28][NH2:29])=[CH2:24].CCN=C=NCCCN(C)C.C1C=CC2N(O)N=NC=2C=1.CCN(C(C)C)C(C)C. The catalyst is CN(C=O)C. The product is [CH:23]([O:25][CH2:26][CH2:27][O:28][NH:29][C:8]([C:6]1[CH:7]=[C:2]([F:1])[C:3]2[N:4]([CH:20]=[N:21][CH:22]=2)[C:5]=1[NH:11][C:12]1[CH:17]=[CH:16][C:15]([I:18])=[CH:14][C:13]=1[F:19])=[O:9])=[CH2:24]. The yield is 0.830. (3) The reactants are [OH:1][C:2]1[C:11]2[C:6](=[CH:7][CH:8]=[CH:9][CH:10]=2)[N:5]=[CH:4][C:3]=1[C:12]([OH:14])=O.CN(C(ON1N=NC2C=CC=NC1=2)=[N+](C)C)C.F[P-](F)(F)(F)(F)F.CCN(C(C)C)C(C)C.[NH2:48][C:49]1[CH:54]=[CH:53][CH:52]=[CH:51][CH:50]=1. The catalyst is CN(C=O)C. The product is [O:1]=[C:2]1[C:11]2[C:6](=[CH:7][CH:8]=[CH:9][CH:10]=2)[NH:5][CH:4]=[C:3]1[C:12]([NH:48][C:49]1[CH:54]=[CH:53][CH:52]=[CH:51][CH:50]=1)=[O:14]. The yield is 0.450. (4) The reactants are [S:1]1[CH:5]=[CH:4][C:3]([CH:6]=[O:7])=[CH:2]1.[CH2:8](O)[CH2:9][OH:10].CC1C=CC(S([O-])(=O)=O)=CC=1.C1C=C[NH+]=CC=1. The catalyst is C1(C)C=CC=CC=1. The product is [O:7]1[CH2:8][CH2:9][O:10][CH:6]1[C:3]1[CH:4]=[CH:5][S:1][CH:2]=1. The yield is 0.867. (5) The reactants are Cl.[C:2]([O:5][C:6]1[CH:7]=[C:8]([CH:23]=[CH:24][C:25]=1[CH3:26])[NH:9][C:10]1[C:19]2[C:14](=[CH:15][C:16]([OH:22])=[C:17]([O:20][CH3:21])[CH:18]=2)[N:13]=[CH:12][N:11]=1)(=[O:4])[CH3:3].C(=O)([O-])[O-].[K+].[K+].Br.Br[CH2:35][C:36]1[CH:41]=[CH:40][N:39]=[CH:38][CH:37]=1. The catalyst is CN(C=O)C. The product is [C:2]([O:5][C:6]1[CH:7]=[C:8]([CH:23]=[CH:24][C:25]=1[CH3:26])[NH:9][C:10]1[C:19]2[C:14](=[CH:15][C:16]([O:22][CH2:35][C:36]3[CH:41]=[CH:40][N:39]=[CH:38][CH:37]=3)=[C:17]([O:20][CH3:21])[CH:18]=2)[N:13]=[CH:12][N:11]=1)(=[O:4])[CH3:3]. The yield is 0.220. (6) The reactants are [N+:1]([C:4]1[CH:12]=[CH:11][C:7]([C:8](Cl)=[O:9])=[CH:6][CH:5]=1)([O-:3])=[O:2].[NH2:13][C:14]1[CH:15]=[N:16][CH:17]=[CH:18][C:19]=1[OH:20].C([O-])([O-])=O.[Na+].[Na+].CC(O)=O. The catalyst is N1C=CC=CC=1.O. The product is [OH:20][C:19]1[CH:18]=[CH:17][N:16]=[CH:15][C:14]=1[NH:13][C:8](=[O:9])[C:7]1[CH:11]=[CH:12][C:4]([N+:1]([O-:3])=[O:2])=[CH:5][CH:6]=1. The yield is 0.620. (7) The reactants are [C:1]([NH:6][C:7]1[C:16]([N+:17]([O-])=O)=[CH:15][CH:14]=[CH:13][C:8]=1[C:9]([O:11][CH3:12])=[O:10])(=[O:5])[CH2:2][CH2:3][CH3:4]. The catalyst is CO.[C].[Pd]. The product is [NH2:17][C:16]1[C:7]([NH:6][C:1](=[O:5])[CH2:2][CH2:3][CH3:4])=[C:8]([CH:13]=[CH:14][CH:15]=1)[C:9]([O:11][CH3:12])=[O:10]. The yield is 1.00. (8) The reactants are [Br:1][C:2]1[CH:11]=[CH:10][C:9]2[C:4](=[CH:5][CH:6]=[C:7]([O:12][C@H:13]3[CH2:18][CH2:17][C@@H:16]([C:19]([F:22])([F:21])[F:20])[CH2:15][CH2:14]3)[CH:8]=2)[CH:3]=1.C1C(=O)N([I:30])C(=O)C1.C(O)(C(F)(F)F)=O. The catalyst is CC#N. The product is [Br:1][C:2]1[CH:3]=[C:4]2[C:9](=[CH:10][CH:11]=1)[C:8]([I:30])=[C:7]([O:12][C@H:13]1[CH2:14][CH2:15][C@@H:16]([C:19]([F:20])([F:21])[F:22])[CH2:17][CH2:18]1)[CH:6]=[CH:5]2. The yield is 0.900. (9) The reactants are [CH3:1][NH:2][C@@H:3]1[C:8]2[CH:9]=[CH:10][CH:11]=[CH:12][C:7]=2[C@H:6]([C:13]2[CH:14]=[CH:15][C:16]([Cl:20])=[C:17]([Cl:19])[CH:18]=2)[CH2:5][CH2:4]1.[ClH:21]. The catalyst is O. The product is [CH3:1][NH:2][C@@H:3]1[C:8]2[CH:9]=[CH:10][CH:11]=[CH:12][C:7]=2[C@H:6]([C:13]2[CH:14]=[CH:15][C:16]([Cl:20])=[C:17]([Cl:19])[CH:18]=2)[CH2:5][CH2:4]1.[ClH:21]. The yield is 0.960. (10) The reactants are [OH:1][C:2]1[CH:10]=[CH:9][C:5]([C:6]([OH:8])=[O:7])=[CH:4][CH:3]=1.N1C=CN=C1.[Si:16](Cl)([C:19]([CH3:22])([CH3:21])[CH3:20])([CH3:18])[CH3:17]. The catalyst is CN(C)C=O. The product is [Si:16]([O:1][C:2]1[CH:10]=[CH:9][C:5]([C:6]([OH:8])=[O:7])=[CH:4][CH:3]=1)([C:19]([CH3:22])([CH3:21])[CH3:20])([CH3:18])[CH3:17]. The yield is 0.470.